From a dataset of Catalyst prediction with 721,799 reactions and 888 catalyst types from USPTO. Predict which catalyst facilitates the given reaction. (1) Reactant: [F:1][C:2]1[CH:32]=[CH:31][CH:30]=[CH:29][C:3]=1[C:4]([C:6]1[CH:28]=[CH:27][C:9]([O:10][CH2:11][C:12]#[C:13][C:14]2[CH:19]=[CH:18][C:17]([CH2:20][C@H:21]([O:25][CH3:26])[C:22]([OH:24])=[O:23])=[CH:16][CH:15]=2)=[CH:8][CH:7]=1)=O.[NH2:33][OH:34]. Product: [F:1][C:2]1[CH:32]=[CH:31][CH:30]=[CH:29][C:3]=1[C:4](=[N:33][OH:34])[C:6]1[CH:28]=[CH:27][C:9]([O:10][CH2:11][C:12]#[C:13][C:14]2[CH:19]=[CH:18][C:17]([CH2:20][C@H:21]([O:25][CH3:26])[C:22]([OH:24])=[O:23])=[CH:16][CH:15]=2)=[CH:8][CH:7]=1. The catalyst class is: 8. (2) Reactant: [Cl:1][C:2]1[CH:7]=[C:6]([O:8][CH3:9])[CH:5]=[CH:4][C:3]=1[CH2:10]/[C:11](=[N:13]\[S@:14]([C:16]([CH3:19])([CH3:18])[CH3:17])=[O:15])/[CH3:12].[BH4-].[Na+]. Product: [Cl:1][C:2]1[CH:7]=[C:6]([O:8][CH3:9])[CH:5]=[CH:4][C:3]=1[CH2:10][C@@H:11]([NH:13][S@:14]([C:16]([CH3:17])([CH3:19])[CH3:18])=[O:15])[CH3:12]. The catalyst class is: 20. (3) Reactant: [F:1][C:2]1[CH:3]=[C:4]2[C:12](=[CH:13][CH:14]=1)[NH:11][C:10]1[CH2:9][CH2:8][C@H:7]([NH:15][C@@H](C3C=CC=CC=3)C)[CH2:6][C:5]2=1.CO.CC(O)=O. Product: [F:1][C:2]1[CH:3]=[C:4]2[C:12](=[CH:13][CH:14]=1)[NH:11][C:10]1[CH2:9][CH2:8][C@H:7]([NH2:15])[CH2:6][C:5]2=1. The catalyst class is: 833. (4) Reactant: [F:1][C:2]1[CH:7]=[C:6]([CH3:8])[C:5]([S:9][CH2:10][C:11]([F:14])([F:13])[F:12])=[CH:4][C:3]=1[N:15]1[C:19](CC(N)=O)=[CH:18][C:17]([O:24][CH2:25][C:26]([F:32])([F:31])[C:27]([F:30])([F:29])[F:28])=[N:16]1.[CH2:33]([N:35](CC)CC)C.FC(F)(F)C(OC(=O)C(F)(F)F)=O. Product: [C:33]([C:19]1[N:15]([C:3]2[CH:4]=[C:5]([S:9][CH2:10][C:11]([F:12])([F:13])[F:14])[C:6]([CH3:8])=[CH:7][C:2]=2[F:1])[N:16]=[C:17]([O:24][CH2:25][C:26]([F:31])([F:32])[C:27]([F:28])([F:30])[F:29])[CH:18]=1)#[N:35]. The catalyst class is: 7. (5) Reactant: [NH2:1][C:2]1[C:3]([CH3:9])=[CH:4][C:5]([OH:8])=[CH:6][CH:7]=1.C(N(CC)CC)C.[Cl:17][C:18]1[N:23]=[CH:22][N:21]=[C:20]([C:24](Cl)=[O:25])[CH:19]=1.ClC1N=CN=C(C(NC2C=CC(O)=CC=2)=O)C=1. Product: [Cl:17][C:18]1[N:23]=[CH:22][N:21]=[C:20]([C:24]([NH:1][C:2]2[CH:7]=[CH:6][C:5]([OH:8])=[CH:4][C:3]=2[CH3:9])=[O:25])[CH:19]=1. The catalyst class is: 4. (6) Reactant: C(N(CC)C(C)C)(C)C.[CH3:10][S:11](Cl)(=[O:13])=[O:12].[OH:15][CH2:16][CH2:17][S:18][S:19][CH2:20][CH2:21][OH:22]. Product: [CH3:10][S:11]([O:15][CH2:16][CH2:17][S:18][S:19][CH2:20][CH2:21][O:22][S:11]([CH3:10])(=[O:13])=[O:12])(=[O:13])=[O:12]. The catalyst class is: 4. (7) Reactant: Cl.[O:2]=[C:3]1[CH2:8][CH2:7][NH:6][CH2:5][CH:4]1[C:9]([O:11][CH3:12])=[O:10].[CH3:13][C:14]([O:17][C:18](O[C:18]([O:17][C:14]([CH3:16])([CH3:15])[CH3:13])=[O:19])=[O:19])([CH3:16])[CH3:15].CCCCCC. Product: [O:2]=[C:3]1[CH2:8][CH2:7][N:6]([C:18]([O:17][C:14]([CH3:16])([CH3:15])[CH3:13])=[O:19])[CH2:5][CH:4]1[C:9]([O:11][CH3:12])=[O:10]. The catalyst class is: 64.